Dataset: Reaction yield outcomes from USPTO patents with 853,638 reactions. Task: Predict the reaction yield, written as a fraction of the theoretical maximum amount of product (1.0 means a 100% yield; for example, 0.34 means a 34% yield). (1) The reactants are [NH:1]1[C:11]2[C:6](=[CH:7][CH:8]=[CH:9][CH:10]=2)[C:4](=O)[C:2]1=[O:3].[CH3:12][O:13][C:14]1[CH:23]=[CH:22][C:17]([C:18]([NH:20][NH2:21])=[O:19])=[CH:16][CH:15]=1. No catalyst specified. The product is [CH2:2]([N:1]1[C:11]2[C:6](=[CH:7][CH:8]=[CH:9][CH:10]=2)/[C:4](=[N:21]/[NH:20][C:18](=[O:19])[C:17]2[CH:16]=[CH:15][C:14]([O:13][CH3:12])=[CH:23][CH:22]=2)/[C:2]1=[O:3])[CH2:4][CH2:6][CH2:7][CH2:8][CH3:9]. The yield is 0.790. (2) The reactants are C[O:2][C:3](=O)[CH:4]=[C:5]([C:25](=[O:44])[NH:26][C:27]1[CH:32]=[C:31]([C:33]([CH3:36])([CH3:35])[CH3:34])[CH:30]=[C:29]([NH:37][S:38]([CH3:41])(=[O:40])=[O:39])[C:28]=1[O:42][CH3:43])[C:6]1[C:15]2[C:10](=[CH:11][CH:12]=[CH:13][CH:14]=2)[C:9]([O:16][CH2:17][CH2:18][N:19]2[CH2:24][CH2:23][O:22][CH2:21][CH2:20]2)=[CH:8][CH:7]=1.CCN(C(C)C)C(C)C. The catalyst is C1COCC1. The product is [C:33]([C:31]1[CH:32]=[C:27]([N:26]2[C:3](=[O:2])[CH:4]=[C:5]([C:6]3[C:15]4[C:10](=[CH:11][CH:12]=[CH:13][CH:14]=4)[C:9]([O:16][CH2:17][CH2:18][N:19]4[CH2:24][CH2:23][O:22][CH2:21][CH2:20]4)=[CH:8][CH:7]=3)[C:25]2=[O:44])[C:28]([O:42][CH3:43])=[C:29]([NH:37][S:38]([CH3:41])(=[O:40])=[O:39])[CH:30]=1)([CH3:34])([CH3:35])[CH3:36]. The yield is 0.390. (3) The reactants are [C:1]([O:5][C:6](=[O:8])[NH2:7])([CH3:4])([CH3:3])[CH3:2].[CH3:9][O:10][C:11](=[O:21])[CH:12]([C:14]1[CH:19]=[CH:18][C:17](Br)=[CH:16][CH:15]=1)[OH:13].[C:36]1(C)[CH:41]=[CH:40][CH:39]=[CH:38][C:37]=1P([C:36]1[CH:41]=[CH:40][CH:39]=[CH:38][C:37]=1C)[C:36]1[CH:41]=[CH:40][CH:39]=[CH:38][C:37]=1C.[CH3:44][CH2:45]N(CC)CC.[NH4+].[Cl-].C[N:54]([CH:56]=[O:57])C. The catalyst is C1C=CC(/C=C/C(/C=C/C2C=CC=CC=2)=O)=CC=1.C1C=CC(/C=C/C(/C=C/C2C=CC=CC=2)=O)=CC=1.C1C=CC(/C=C/C(/C=C/C2C=CC=CC=2)=O)=CC=1.[Pd].[Pd]. The product is [CH3:9][O:10][C:11](=[O:21])[CH:12]([C:14]1[CH:19]=[CH:18][C:17](/[CH:44]=[CH:45]/[C:56](=[O:57])[NH:54][C:36]2[CH:37]=[CH:38][CH:39]=[CH:40][C:41]=2[NH:7][C:6]([O:5][C:1]([CH3:4])([CH3:3])[CH3:2])=[O:8])=[CH:16][CH:15]=1)[OH:13]. The yield is 0.600. (4) The reactants are C[N:2](C(ON1N=NC2C=CC=CC1=2)=[N+](C)C)C.[B-](F)(F)(F)F.C(N(CC)CC)C.[Br:30][C:31]1[CH:32]=[C:33]2[C:37](=[C:38]([C:40](O)=[O:41])[CH:39]=1)[NH:36][CH:35]=[C:34]2[CH2:43][CH:44]1[CH2:48][CH2:47][S:46](=[O:50])(=[O:49])[CH2:45]1.N.CO. The catalyst is ClCCl. The product is [Br:30][C:31]1[CH:32]=[C:33]2[C:37](=[C:38]([C:40]([NH2:2])=[O:41])[CH:39]=1)[NH:36][CH:35]=[C:34]2[CH2:43][CH:44]1[CH2:48][CH2:47][S:46](=[O:50])(=[O:49])[CH2:45]1. The yield is 0.336. (5) The reactants are [F:1][C:2]1[CH:23]=[C:22](I)[CH:21]=[CH:20][C:3]=1[NH:4][C:5]1[C:6]([C:13]([NH:15][CH2:16][CH2:17][CH2:18][OH:19])=[O:14])=[CH:7][N:8]([CH3:12])[C:9](=[O:11])[CH:10]=1.[CH2:25]([OH:28])[C:26]#[CH:27]. The catalyst is C1COCC1.CN(C=O)C.[Cu]I.Cl[Pd](Cl)([P](C1C=CC=CC=1)(C1C=CC=CC=1)C1C=CC=CC=1)[P](C1C=CC=CC=1)(C1C=CC=CC=1)C1C=CC=CC=1. The product is [F:1][C:2]1[CH:23]=[C:22]([C:27]#[C:26][CH2:25][OH:28])[CH:21]=[CH:20][C:3]=1[NH:4][C:5]1[C:6]([C:13]([NH:15][CH2:16][CH2:17][CH2:18][OH:19])=[O:14])=[CH:7][N:8]([CH3:12])[C:9](=[O:11])[CH:10]=1. The yield is 0.890. (6) The catalyst is CN(C=O)C. The yield is 0.710. The product is [O:7]=[C:6]1[C:5]2[CH:8]=[CH:9][CH:10]=[CH:11][C:4]=2[C:3](=[O:12])[N:2]1[O:1][CH2:20][C:21]([O:23][C:24]([CH3:27])([CH3:26])[CH3:25])=[O:22]. The reactants are [OH:1][N:2]1[C:6](=[O:7])[C:5]2=[CH:8][CH:9]=[CH:10][CH:11]=[C:4]2[C:3]1=[O:12].C([O-])([O-])=O.[K+].[K+].Br[CH2:20][C:21]([O:23][C:24]([CH3:27])([CH3:26])[CH3:25])=[O:22]. (7) The reactants are [H-].[H-].[H-].[H-].[Li+].[Al+3].[Si:7]([O:24][CH2:25][C@@H:26]1[CH2:28][C@H:27]1[C:29](OCC)=[O:30])([C:20]([CH3:23])([CH3:22])[CH3:21])([C:14]1[CH:19]=[CH:18][CH:17]=[CH:16][CH:15]=1)[C:8]1[CH:13]=[CH:12][CH:11]=[CH:10][CH:9]=1.O.[OH-].[Na+]. The catalyst is C1COCC1. The product is [Si:7]([O:24][CH2:25][C@@H:26]1[CH2:28][C@H:27]1[CH2:29][OH:30])([C:20]([CH3:23])([CH3:22])[CH3:21])([C:14]1[CH:15]=[CH:16][CH:17]=[CH:18][CH:19]=1)[C:8]1[CH:9]=[CH:10][CH:11]=[CH:12][CH:13]=1. The yield is 0.740.